Dataset: Full USPTO retrosynthesis dataset with 1.9M reactions from patents (1976-2016). Task: Predict the reactants needed to synthesize the given product. (1) Given the product [O:23]1[CH2:24][CH:21]([N:18]2[CH2:19][CH2:20][N:15]([C:12]3[CH:13]=[CH:14][C:9]([NH:8][C:4]4[N:5]=[CH:6][N:7]=[C:2]([C:37]5[CH:38]=[CH:39][C:32]([O:31][CH:28]6[CH2:29][CH2:30][S:25][CH2:26][CH2:27]6)=[C:33]([CH:36]=5)[C:34]#[N:35])[N:3]=4)=[CH:10][CH:11]=3)[CH2:16][CH2:17]2)[CH2:22]1, predict the reactants needed to synthesize it. The reactants are: Cl[C:2]1[N:7]=[CH:6][N:5]=[C:4]([NH:8][C:9]2[CH:14]=[CH:13][C:12]([N:15]3[CH2:20][CH2:19][N:18]([CH:21]4[CH2:24][O:23][CH2:22]4)[CH2:17][CH2:16]3)=[CH:11][CH:10]=2)[N:3]=1.[S:25]1[CH2:30][CH2:29][CH:28]([O:31][C:32]2[CH:39]=[CH:38][C:37](B3OC(C)(C)C(C)(C)O3)=[CH:36][C:33]=2[C:34]#[N:35])[CH2:27][CH2:26]1.C(=O)([O-])[O-].[Na+].[Na+]. (2) Given the product [CH:23]1([N:21]([CH3:22])[C:10]2[C:11]3[C:16]4[CH2:17][CH2:18][CH2:19][CH2:20][C:15]=4[S:14][C:12]=3[N:13]=[C:8]([CH2:7][CH2:6][C:5]([OH:26])=[O:4])[N:9]=2)[CH2:24][CH2:25]1, predict the reactants needed to synthesize it. The reactants are: [Li+].[OH-].C[O:4][C:5](=[O:26])[CH2:6][CH2:7][C:8]1[N:9]=[C:10]([N:21]([CH:23]2[CH2:25][CH2:24]2)[CH3:22])[C:11]2[C:16]3[CH2:17][CH2:18][CH2:19][CH2:20][C:15]=3[S:14][C:12]=2[N:13]=1.Cl. (3) Given the product [CH3:34][N:24]([CH3:25])[CH:21]1[CH2:20][CH2:19][CH:18]([NH:17][C:8]2[N:9]=[CH:10][N:11]=[C:12]3[C:7]=2[C:6]2[C@@H:5]([CH2:4][C:1]([NH2:2])=[O:3])[CH2:16][CH2:15][C:14]=2[S:13]3)[CH2:23][CH2:22]1, predict the reactants needed to synthesize it. The reactants are: [C:1]([CH2:4][C@H:5]1[CH2:16][CH2:15][C:14]2[S:13][C:12]3[C:7](=[C:8]([NH:17][CH:18]4[CH2:23][CH2:22][CH:21]([NH:24][C:25](=O)OC(C)(C)C)[CH2:20][CH2:19]4)[N:9]=[CH:10][N:11]=3)[C:6]1=2)(=[O:3])[NH2:2].Cl.[BH3-][C:34]#N.[Na+]. (4) Given the product [O:4]1[CH2:9][CH2:8][CH:7]([O:10][CH2:11][C@@H:12]([C:39]([OH:41])=[O:40])[NH:13][C:14]([C:16]2[C:25]([NH:26][C:27]([NH:29][C:30]3[C:31]([CH3:38])=[CH:32][C:33]([CH3:37])=[CH:34][C:35]=3[CH3:36])=[O:28])=[CH:24][C:23]3[C:18](=[CH:19][CH:20]=[CH:21][CH:22]=3)[CH:17]=2)=[O:15])[CH2:6][CH2:5]1, predict the reactants needed to synthesize it. The reactants are: O.[OH-].[Li+].[O:4]1[CH2:9][CH2:8][CH:7]([O:10][CH2:11][C@@H:12]([C:39]([O:41]C)=[O:40])[NH:13][C:14]([C:16]2[C:25]([NH:26][C:27]([NH:29][C:30]3[C:35]([CH3:36])=[CH:34][C:33]([CH3:37])=[CH:32][C:31]=3[CH3:38])=[O:28])=[CH:24][C:23]3[C:18](=[CH:19][CH:20]=[CH:21][CH:22]=3)[CH:17]=2)=[O:15])[CH2:6][CH2:5]1.O.Cl. (5) Given the product [Br:1][C:2]1[C:3](=[O:5])[N:40]([CH2:39][CH2:38][O:37][CH2:36][CH2:35][O:34][CH2:33][CH2:32][NH:31][C:29](=[O:30])[CH2:28][CH2:27][CH2:26][CH2:25][CH:22]2[CH:20]3[NH:21][C:17](=[O:16])[NH:18][CH:19]3[CH2:24][S:23]2)[C:6](=[O:8])[CH:7]=1, predict the reactants needed to synthesize it. The reactants are: [Br:1][C:2]1[C:3]([O:5][C:6](=[O:8])[CH:7]=1)=O.FC(F)(F)C([O-])=O.[O:16]=[C:17]1[NH:21][CH:20]2[CH:22]([CH2:25][CH2:26][CH2:27][CH2:28][C:29]([NH:31][CH2:32][CH2:33][O:34][CH2:35][CH2:36][O:37][CH2:38][CH2:39][NH3+:40])=[O:30])[S:23][CH2:24][CH:19]2[NH:18]1.C1(C)C=CC=CC=1.CO.C(Cl)Cl. (6) Given the product [Br:1][C:2]1[C:3]2=[N:8][CH:9]=[CH:10][C:11](=[O:19])[N:4]2[CH:5]=[CH:6][CH:7]=1, predict the reactants needed to synthesize it. The reactants are: [Br:1][C:2]1[C:3]([NH:8][CH:9]=[C:10]2C(=O)OC(C)(C)O[C:11]2=[O:19])=[N:4][CH:5]=[CH:6][CH:7]=1.CCCCCC. (7) Given the product [CH2:12]([S:14]([C:17]1[CH:22]=[CH:21][C:20]([C:2]2[CH:10]=[CH:9][C:5]([C:6]([N:34]3[CH2:35][CH2:36][CH2:37][C@H:33]3[CH2:32][N:28]3[CH2:29][CH2:30][CH2:31][C@H:27]3[CH3:26])=[O:8])=[C:4]([F:11])[CH:3]=2)=[CH:19][CH:18]=1)(=[O:16])=[O:15])[CH3:13], predict the reactants needed to synthesize it. The reactants are: Br[C:2]1[CH:10]=[CH:9][C:5]([C:6]([OH:8])=O)=[C:4]([F:11])[CH:3]=1.[CH2:12]([S:14]([C:17]1[CH:22]=[CH:21][C:20](B(O)O)=[CH:19][CH:18]=1)(=[O:16])=[O:15])[CH3:13].[CH3:26][C@@H:27]1[CH2:31][CH2:30][CH2:29][N:28]1[CH2:32][C@@H:33]1[CH2:37][CH2:36][CH2:35][NH:34]1. (8) Given the product [F:1][C:2]([F:15])([F:14])[S:3]([O:6][C:24]1[C:23]2[N:28]([C:29]([C:30]3[CH:37]=[CH:36][CH:35]=[C:32]([C:33]#[N:34])[CH:31]=3)=[C:21]3[C:20](=[O:39])[N:19]([CH3:40])[C:18](=[O:41])[N:17]([CH3:16])[C:22]3=2)[CH2:27][CH2:26][CH:25]=1)(=[O:5])=[O:4], predict the reactants needed to synthesize it. The reactants are: [F:1][C:2]([F:15])([F:14])[S:3]([O:6]S(C(F)(F)F)(=O)=O)(=[O:5])=[O:4].[CH3:16][N:17]1[C:22]2=[C:23]3[N:28]([C:29]([C:30]4[CH:31]=[C:32]([CH:35]=[CH:36][CH:37]=4)[C:33]#[N:34])=[C:21]2[C:20](=[O:39])[N:19]([CH3:40])[C:18]1=[O:41])[CH2:27][CH2:26][CH2:25][C:24]3=O.N1C(C)=CC=CC=1C. (9) Given the product [CH3:15][O:1][C:2]1[CH:3]=[CH:4][C:5]([CH2:8][C:9]([O:11][CH3:12])=[O:10])=[CH:6][CH:7]=1, predict the reactants needed to synthesize it. The reactants are: [OH:1][C:2]1[CH:7]=[CH:6][C:5]([CH2:8][C:9]([O:11][CH3:12])=[O:10])=[CH:4][CH:3]=1.[H-].[Na+].[CH3:15]I. (10) Given the product [N:14]1[C:15]2[CH:16]=[CH:17][CH:18]=[CH:19][C:20]=2[NH:21][CH:13]=1, predict the reactants needed to synthesize it. The reactants are: CC1C=NC(C[S+]([O-])[C:13]2[N-:14][C:15]3[CH:16]=[CH:17][C:18](OC)=[CH:19][C:20]=3[N:21]=2)=C(C)C=1OC.CC1C=NC(C[S+]([O-])[C:13]2[N-:14][C:15]3[CH:16]=[CH:17][C:18](OC)=[CH:19][C:20]=3[N:21]=2)=C(C)C=1OC.[Mg+2].O.OC1O[C@H](CO)[C@@H](O[C@@H]2O[C@H](CO)[C@H](O)[C@H](O)[C@H]2O)[C@H](O)[C@H]1O.S([O-])(OCCCCCCCCCCCC)(=O)=O.[Na+].C(OCCCCCCCCCCCCCCCCCC)(=O)/C=C/C([O-])=O.[Na+].